This data is from Forward reaction prediction with 1.9M reactions from USPTO patents (1976-2016). The task is: Predict the product of the given reaction. (1) Given the reactants [C:1]([NH:4][NH:5][C:6](=[O:13])[C:7]1[CH:12]=[CH:11][CH:10]=[CH:9][CH:8]=1)(=[O:3])[CH3:2].[CH3:14][O:15][C:16]1[CH:24]=[CH:23]C(C(Cl)=O)=[CH:18][CH:17]=1, predict the reaction product. The product is: [C:6]([NH:5][NH:4][C:1](=[O:3])[C:2]1[CH:23]=[CH:24][C:16]([O:15][CH3:14])=[CH:17][CH:18]=1)(=[O:13])[C:7]1[CH:12]=[CH:11][CH:10]=[CH:9][CH:8]=1. (2) Given the reactants [F:1][C:2]([F:27])([F:26])[C:3]1[CH:4]=[C:5]([NH:9][C:10](=[O:25])[CH2:11][C:12]([NH:14][C:15]2[CH:20]=[CH:19][CH:18]=[C:17]([C:21]([F:24])([F:23])[F:22])[CH:16]=2)=[O:13])[CH:6]=[CH:7][CH:8]=1.[CH3:28][C:29]1[N:34]=[C:33]([CH:35]=O)[CH:32]=[CH:31][CH:30]=1, predict the reaction product. The product is: [F:1][C:2]([F:26])([F:27])[C:3]1[CH:4]=[C:5]([NH:9][C:10](=[O:25])[C:11](=[CH:35][C:33]2[CH:32]=[CH:31][CH:30]=[C:29]([CH3:28])[N:34]=2)[C:12]([NH:14][C:15]2[CH:20]=[CH:19][CH:18]=[C:17]([C:21]([F:24])([F:23])[F:22])[CH:16]=2)=[O:13])[CH:6]=[CH:7][CH:8]=1. (3) Given the reactants [CH3:1][O:2][C:3]1[C:4]([N+:16]([O-:18])=[O:17])=[C:5]([CH:9]=[C:10]([O:14][CH3:15])[C:11]=1[O:12][CH3:13])[C:6](O)=O.C1C[O:22][CH2:21]C1, predict the reaction product. The product is: [CH3:1][O:2][C:3]1[C:4]([N+:16]([O-:18])=[O:17])=[C:5]([CH:9]=[C:10]([O:14][CH3:15])[C:11]=1[O:12][CH3:13])[CH2:6][CH2:21][OH:22]. (4) Given the reactants [O-:1][N+:2]1[O:6][N:5]=[C:4]([O:7][CH2:8][CH2:9][C:10]([NH:12][C@@H:13]([CH2:21][CH2:22][C:23]([O:25]C(C)(C)C)=[O:24])[C:14]([O:16]C(C)(C)C)=[O:15])=[O:11])[C:3]=1[S:30]([C:33]1[CH:38]=[CH:37][CH:36]=[CH:35][CH:34]=1)(=[O:32])=[O:31], predict the reaction product. The product is: [O-:1][N+:2]1[O:6][N:5]=[C:4]([O:7][CH2:8][CH2:9][C:10]([NH:12][C@@H:13]([CH2:21][CH2:22][C:23]([OH:25])=[O:24])[C:14]([OH:16])=[O:15])=[O:11])[C:3]=1[S:30]([C:33]1[CH:34]=[CH:35][CH:36]=[CH:37][CH:38]=1)(=[O:31])=[O:32]. (5) Given the reactants [NH2:1][CH:2]1[CH2:7][CH2:6][N:5]([C:8]2[CH:13]=[CH:12][C:11]([C:14]3[NH:23][C:22](=[O:24])[C:21]4[C:16](=[CH:17][C:18]([O:27][CH3:28])=[CH:19][C:20]=4[O:25][CH3:26])[N:15]=3)=[CH:10][CH:9]=2)[CH2:4][CH2:3]1.[CH3:29][S:30](Cl)(=[O:32])=[O:31].CCN(CC)CC, predict the reaction product. The product is: [CH3:26][O:25][C:20]1[CH:19]=[C:18]([O:27][CH3:28])[CH:17]=[C:16]2[C:21]=1[C:22](=[O:24])[NH:23][C:14]([C:11]1[CH:12]=[CH:13][C:8]([N:5]3[CH2:4][CH2:3][CH:2]([NH:1][S:30]([CH3:29])(=[O:32])=[O:31])[CH2:7][CH2:6]3)=[CH:9][CH:10]=1)=[N:15]2. (6) Given the reactants O.NN.[CH2:4]([O:6][P:7]([CH2:12][CH2:13][CH2:14][CH2:15][CH2:16][CH2:17][N:18]1C(=O)C2=CC=CC=C2C1=O)(=[O:11])[O:8][CH2:9][CH3:10])[CH3:5], predict the reaction product. The product is: [CH2:9]([O:8][P:7]([CH2:12][CH2:13][CH2:14][CH2:15][CH2:16][CH2:17][NH2:18])(=[O:11])[O:6][CH2:4][CH3:5])[CH3:10]. (7) Given the reactants [NH2:1][CH2:2][CH2:3][CH2:4][N:5]([CH2:10][C:11]1[CH:16]=[CH:15][CH:14]=[C:13]([C:17]2[CH:22]=[CH:21][N:20]=[C:19]([NH:23][CH2:24][CH2:25][C:26]3[CH:31]=[CH:30][C:29]([OH:32])=[CH:28][CH:27]=3)[N:18]=2)[CH:12]=1)[S:6]([CH3:9])(=[O:8])=[O:7].[CH3:33][O:34][C:35]1[CH:43]=[CH:42][CH:41]=[CH:40][C:36]=1[C:37](O)=[O:38], predict the reaction product. The product is: [OH:32][C:29]1[CH:28]=[CH:27][C:26]([CH2:25][CH2:24][NH:23][C:19]2[N:18]=[C:17]([C:13]3[CH:12]=[C:11]([CH:16]=[CH:15][CH:14]=3)[CH2:10][N:5]([S:6]([CH3:9])(=[O:8])=[O:7])[CH2:4][CH2:3][CH2:2][NH:1][C:37](=[O:38])[C:36]3[CH:40]=[CH:41][CH:42]=[CH:43][C:35]=3[O:34][CH3:33])[CH:22]=[CH:21][N:20]=2)=[CH:31][CH:30]=1. (8) Given the reactants [NH2:1][C:2]1[N:11]=[CH:10][C:9]2[C:8](SC)=[N:7][CH:6]=[N:5][C:4]=2[CH:3]=1.Cl.[NH2:15][C:16]1[CH:21]=[CH:20][C:19]([C:22]([F:25])([F:24])[F:23])=[CH:18][CH:17]=1.NC1C=CC(C(F)(F)F)=CC=1.C([O-])(O)=O.[Na+], predict the reaction product. The product is: [NH2:1][C:2]1[N:11]=[CH:10][C:9]2[C:8]([NH:15][C:16]3[CH:21]=[CH:20][C:19]([C:22]([F:23])([F:24])[F:25])=[CH:18][CH:17]=3)=[N:7][CH:6]=[N:5][C:4]=2[CH:3]=1. (9) Given the reactants [N:1]1([C:7]2([C:11]#[N:12])[CH2:10][CH2:9][CH2:8]2)[CH2:6][CH2:5][CH2:4][CH2:3][CH2:2]1.[C:13]1([Li])[CH:18]=[CH:17][CH:16]=[CH:15][CH:14]=1, predict the reaction product. The product is: [C:13]1([CH:11]([NH2:12])[C:7]2([N:1]3[CH2:6][CH2:5][CH2:4][CH2:3][CH2:2]3)[CH2:8][CH2:9][CH2:10]2)[CH:18]=[CH:17][CH:16]=[CH:15][CH:14]=1.